From a dataset of Reaction yield outcomes from USPTO patents with 853,638 reactions. Predict the reaction yield, written as a fraction of the theoretical maximum amount of product (1.0 means a 100% yield; for example, 0.34 means a 34% yield). (1) The reactants are [Cl:1][C:2]1[CH:7]=[CH:6][C:5]([C:8]([C:10]2[CH:11]=[N:12][C:13](Cl)=[CH:14][CH:15]=2)=[O:9])=[CH:4][CH:3]=1.CN.C[CH2:20][N:21](CC)CC. The catalyst is CCO. The product is [Cl:1][C:2]1[CH:7]=[CH:6][C:5]([C:8]([C:10]2[CH:11]=[N:12][C:13]([NH:21][CH3:20])=[CH:14][CH:15]=2)=[O:9])=[CH:4][CH:3]=1. The yield is 0.550. (2) The reactants are Cl.C[O:3][C:4]1[CH:9]=[C:8]([CH2:10][CH2:11][NH2:12])[CH:7]=[CH:6][N:5]=1.[BrH:13]. The catalyst is CC(O)=O. The product is [BrH:13].[NH2:12][CH2:11][CH2:10][C:8]1[CH:7]=[CH:6][NH:5][C:4](=[O:3])[CH:9]=1. The yield is 0.860.